Dataset: Catalyst prediction with 721,799 reactions and 888 catalyst types from USPTO. Task: Predict which catalyst facilitates the given reaction. (1) Reactant: [Br:1][C:2]1[CH:7]=[CH:6][C:5]([OH:8])=[CH:4][CH:3]=1.[C:9]([C@@H:13]1[CH2:18][CH2:17][C@H:16](O)[CH2:15][CH2:14]1)([CH3:12])([CH3:11])[CH3:10].C1C=CC(P(C2C=CC=CC=2)C2C=CC=CC=2)=CC=1.C(N(CC)CC)C.CC(OC(/N=N/C(OC(C)C)=O)=O)C. Product: [Br:1][C:2]1[CH:7]=[CH:6][C:5]([O:8][C@H:16]2[CH2:17][CH2:18][C@H:13]([C:9]([CH3:12])([CH3:11])[CH3:10])[CH2:14][CH2:15]2)=[CH:4][CH:3]=1. The catalyst class is: 1. (2) Reactant: CS(O[CH:6]1[CH2:11][N:10]([C:12]([O:14][C:15]([CH3:18])([CH3:17])[CH3:16])=[O:13])[CH2:9][CH:8]([C:19]([O:21][CH3:22])=[O:20])[CH2:7]1)(=O)=O.[N-:23]=[N+:24]=[N-:25].[Na+]. Product: [N:23]([CH:6]1[CH2:11][N:10]([C:12]([O:14][C:15]([CH3:18])([CH3:17])[CH3:16])=[O:13])[CH2:9][CH:8]([C:19]([O:21][CH3:22])=[O:20])[CH2:7]1)=[N+:24]=[N-:25]. The catalyst class is: 18.